Dataset: Forward reaction prediction with 1.9M reactions from USPTO patents (1976-2016). Task: Predict the product of the given reaction. (1) The product is: [CH2:1]([O:8][C:9]1[CH:10]=[C:11]([CH:36]=[CH:37][CH:38]=1)[CH2:12][O:13][C:14]1[C:19]2[CH:20]=[C:21]([C:23]3[N:24]=[C:25]4[N:29]([CH:30]=3)[N:28]=[C:27]([O:40][CH3:39])[S:26]4)[O:22][C:18]=2[CH:17]=[C:16]([NH:32][C:33](=[O:35])[CH3:34])[CH:15]=1)[C:2]1[CH:7]=[CH:6][CH:5]=[CH:4][CH:3]=1. Given the reactants [CH2:1]([O:8][C:9]1[CH:10]=[C:11]([CH:36]=[CH:37][CH:38]=1)[CH2:12][O:13][C:14]1[C:19]2[CH:20]=[C:21]([C:23]3[N:24]=[C:25]4[N:29]([CH:30]=3)[N:28]=[C:27](Br)[S:26]4)[O:22][C:18]=2[CH:17]=[C:16]([NH:32][C:33](=[O:35])[CH3:34])[CH:15]=1)[C:2]1[CH:7]=[CH:6][CH:5]=[CH:4][CH:3]=1.[CH3:39][O-:40].[Na+], predict the reaction product. (2) Given the reactants Br[CH2:2][CH2:3][CH2:4][CH2:5][CH2:6][CH2:7][CH2:8][CH2:9][CH2:10][CH2:11][CH2:12][OH:13].NC(N)=[S:16].[OH-].[Na+].Cl, predict the reaction product. The product is: [OH:13][CH2:12][CH2:11][CH2:10][CH2:9][CH2:8][CH2:7][CH2:6][CH2:5][CH2:4][CH2:3][CH2:2][SH:16]. (3) Given the reactants [Br:1][C:2]1[C:3]([CH2:14][CH3:15])=[C:4]2[C:8](=[CH:9][CH:10]=1)[N:7](C(=O)C)[N:6]=[CH:5]2, predict the reaction product. The product is: [Br:1][C:2]1[C:3]([CH2:14][CH3:15])=[C:4]2[C:8](=[CH:9][CH:10]=1)[NH:7][N:6]=[CH:5]2. (4) Given the reactants CS(O[CH:6]([C:16]1[C:21]([F:22])=[C:20]([Cl:23])[CH:19]=[C:18]([C:24](=[O:26])[CH3:25])[C:17]=1[O:27][CH2:28][CH3:29])[CH2:7][O:8][Si:9]([C:12]([CH3:15])([CH3:14])[CH3:13])([CH3:11])[CH3:10])(=O)=O.[N-:30]=[N+:31]=[N-:32].[Na+], predict the reaction product. The product is: [N:30]([CH:6]([C:16]1[C:17]([O:27][CH2:28][CH3:29])=[C:18]([C:24](=[O:26])[CH3:25])[CH:19]=[C:20]([Cl:23])[C:21]=1[F:22])[CH2:7][O:8][Si:9]([C:12]([CH3:15])([CH3:14])[CH3:13])([CH3:11])[CH3:10])=[N+:31]=[N-:32].